From a dataset of Reaction yield outcomes from USPTO patents with 853,638 reactions. Predict the reaction yield, written as a fraction of the theoretical maximum amount of product (1.0 means a 100% yield; for example, 0.34 means a 34% yield). The reactants are [OH:1][CH2:2][CH:3]1[CH2:8][CH2:7][CH2:6][N:5]([C:9]([O:11][C:12]([CH3:15])([CH3:14])[CH3:13])=[O:10])[CH2:4]1.[C:16]1([CH3:26])[CH:21]=[CH:20][C:19]([S:22](O)(=[O:24])=[O:23])=[CH:18][CH:17]=1. The product is [C:12]([O:11][C:9]([N:5]1[CH2:6][CH2:7][CH2:8][CH:3]([CH2:2][O:1][S:22]([C:19]2[CH:20]=[CH:21][C:16]([CH3:26])=[CH:17][CH:18]=2)(=[O:24])=[O:23])[CH2:4]1)=[O:10])([CH3:15])([CH3:14])[CH3:13]. The yield is 1.00. The catalyst is N1C=CC=CC=1.